Dataset: Full USPTO retrosynthesis dataset with 1.9M reactions from patents (1976-2016). Task: Predict the reactants needed to synthesize the given product. (1) Given the product [C:17]([C:10]1[C:11]2[NH:12][C:13]3[C:5](=[CH:4][CH:3]=[C:2]([Cl:1])[CH:14]=3)[C:6]=2[CH:7]=[CH:8][N:9]=1)(=[O:19])[CH3:18], predict the reactants needed to synthesize it. The reactants are: [Cl:1][C:2]1[CH:14]=[C:13]2[C:5]([C:6]3[CH:7]=[CH:8][N:9]=[CH:10][C:11]=3[NH:12]2)=[CH:4][CH:3]=1.[H-].[Na+].[C:17](OC(=O)C)(=[O:19])[CH3:18].O. (2) Given the product [CH3:21][N:2]([CH3:1])[C:3]([N:5]1[CH2:9][CH:8]2[CH2:10][C:11]([CH2:13][C:14]3[CH:19]=[CH:18][CH:17]=[CH:16][CH:15]=3)([NH:20][CH2:23][C:24]([N:26]3[CH2:30][C@@H:29]([F:31])[CH2:28][C@H:27]3[C:32]#[N:33])=[O:25])[CH2:12][CH:7]2[CH2:6]1)=[O:4], predict the reactants needed to synthesize it. The reactants are: [CH3:1][N:2]([CH3:21])[C:3]([N:5]1[CH2:9][CH:8]2[CH2:10][C:11]([NH2:20])([CH2:13][C:14]3[CH:19]=[CH:18][CH:17]=[CH:16][CH:15]=3)[CH2:12][CH:7]2[CH2:6]1)=[O:4].Cl[CH2:23][C:24]([N:26]1[CH2:30][C@@H:29]([F:31])[CH2:28][C@H:27]1[C:32]#[N:33])=[O:25].C(=O)([O-])[O-].[K+].[K+]. (3) Given the product [C:1]([O:5][C:6]([N:8]1[CH2:13][CH2:12][CH:11]2[CH:10]([O:19][CH2:16][C:15](=[O:18])[NH:14]2)[CH2:9]1)=[O:7])([CH3:4])([CH3:3])[CH3:2], predict the reactants needed to synthesize it. The reactants are: [C:1]([O:5][C:6]([N:8]1[CH2:13][CH2:12][C@@H:11]([NH:14][C:15](=[O:18])[CH2:16]Cl)[C@H:10]([OH:19])[CH2:9]1)=[O:7])([CH3:4])([CH3:3])[CH3:2].[H-].[Na+]. (4) Given the product [CH2:32]([C:29]1[N:28]=[C:27]([CH2:26][N:5]2[C:4]3[CH:3]=[C:2]([C:36]4[CH:37]=[CH:38][CH:39]=[CH:40][C:35]=4[F:34])[S:10][C:9]=3[C:8](=[O:11])[N:7]([CH:12]3[CH2:13][CH2:14][N:15]([C:18]([O:20][C:21]([CH3:23])([CH3:24])[CH3:22])=[O:19])[CH2:16][CH2:17]3)[C:6]2=[O:25])[O:31][N:30]=1)[CH3:33], predict the reactants needed to synthesize it. The reactants are: Br[C:2]1[S:10][C:9]2[C:8](=[O:11])[N:7]([CH:12]3[CH2:17][CH2:16][N:15]([C:18]([O:20][C:21]([CH3:24])([CH3:23])[CH3:22])=[O:19])[CH2:14][CH2:13]3)[C:6](=[O:25])[N:5]([CH2:26][C:27]3[O:31][N:30]=[C:29]([CH2:32][CH3:33])[N:28]=3)[C:4]=2[CH:3]=1.[F:34][C:35]1[CH:40]=[CH:39][CH:38]=[CH:37][C:36]=1B(O)O.C(=O)([O-])[O-].[Cs+].[Cs+]. (5) Given the product [Cl:3][C:4]1[CH:37]=[CH:36][CH:35]=[C:34]([Cl:38])[C:5]=1[C:6]([NH:8][C@H:9]([C:30]([OH:32])=[O:31])[CH2:10][C:11]1[CH:12]=[CH:13][C:14]([O:17][CH:18]2[CH2:19][CH2:20][N:21]([C:24]3[CH:29]=[CH:28][CH:27]=[CH:26][CH:25]=3)[CH2:22][CH2:23]2)=[CH:15][CH:16]=1)=[O:7], predict the reactants needed to synthesize it. The reactants are: [OH-].[Li+].[Cl:3][C:4]1[CH:37]=[CH:36][CH:35]=[C:34]([Cl:38])[C:5]=1[C:6]([NH:8][C@H:9]([C:30]([O:32]C)=[O:31])[CH2:10][C:11]1[CH:16]=[CH:15][C:14]([O:17][CH:18]2[CH2:23][CH2:22][N:21]([C:24]3[CH:29]=[CH:28][CH:27]=[CH:26][CH:25]=3)[CH2:20][CH2:19]2)=[CH:13][CH:12]=1)=[O:7].